Dataset: Forward reaction prediction with 1.9M reactions from USPTO patents (1976-2016). Task: Predict the product of the given reaction. (1) Given the reactants [N:1]1([C:6]2[N:11]=[C:10]3[N:12]([CH:27]([CH3:29])[CH3:28])[C:13](=[O:26])[N:14]([CH2:17][C:18]4[CH:23]=[CH:22][C:21]([O:24][CH3:25])=[CH:20][CH:19]=4)[C:15](=[O:16])[C:9]3=[CH:8][N:7]=2)[CH:5]=[CH:4]N=C1.[CH2:30]([N:32]([CH2:43][CH3:44])[CH2:33][CH2:34][O:35][C:36]1[CH:42]=CC(N)=[CH:38][CH:37]=1)[CH3:31].C1(=O)OC(=O)CC1.CN(C)C=O, predict the reaction product. The product is: [CH2:43]([N:32]([CH2:30][CH3:31])[CH2:33][CH2:34][O:35][C:36]1[CH:42]=[CH:4][C:5]([NH:1][C:6]2[N:11]=[C:10]3[N:12]([CH:27]([CH3:28])[CH3:29])[C:13](=[O:26])[N:14]([CH2:17][C:18]4[CH:23]=[CH:22][C:21]([O:24][CH3:25])=[CH:20][CH:19]=4)[C:15](=[O:16])[C:9]3=[CH:8][N:7]=2)=[CH:38][CH:37]=1)[CH3:44]. (2) Given the reactants O[CH:2]=[C:3]1[C:11]2[C:6](=[CH:7][CH:8]=[C:9]([C:12]([C:14]3[CH:15]=[C:16]([NH:20][C:21]([C:23]4[N:24]([CH2:29][CH3:30])[N:25]=[C:26]([CH3:28])[CH:27]=4)=[O:22])[CH:17]=[CH:18][CH:19]=3)=[O:13])[CH:10]=2)[NH:5][C:4]1=[O:31].[NH2:32][C:33]1[CH:38]=[CH:37][C:36]([CH2:39][C:40]([OH:42])=[O:41])=[CH:35][CH:34]=1, predict the reaction product. The product is: [CH2:29]([N:24]1[C:23]([C:21]([NH:20][C:16]2[CH:15]=[C:14]([CH:19]=[CH:18][CH:17]=2)[C:12]([C:9]2[CH:8]=[C:7]3[C:6](=[CH:11][CH:10]=2)[NH:5][C:4](=[O:31])[C:3]3=[CH:2][NH:32][C:33]2[CH:34]=[CH:35][C:36]([CH2:39][C:40]([OH:42])=[O:41])=[CH:37][CH:38]=2)=[O:13])=[O:22])=[CH:27][C:26]([CH3:28])=[N:25]1)[CH3:30].